From a dataset of Catalyst prediction with 721,799 reactions and 888 catalyst types from USPTO. Predict which catalyst facilitates the given reaction. (1) Reactant: C[O:2][C:3](=[O:27])[CH2:4][C:5]1[C:9]2[C:10]([Cl:26])=[CH:11][C:12]([O:14][CH2:15][C:16]3[N:20]([CH3:21])[N:19]=[C:18]([C:22]([F:25])([F:24])[F:23])[CH:17]=3)=[CH:13][C:8]=2[S:7][CH:6]=1.[OH-].[Na+].C1COCC1.Cl. Product: [Cl:26][C:10]1[C:9]2[C:5]([CH2:4][C:3]([OH:27])=[O:2])=[CH:6][S:7][C:8]=2[CH:13]=[C:12]([O:14][CH2:15][C:16]2[N:20]([CH3:21])[N:19]=[C:18]([C:22]([F:24])([F:23])[F:25])[CH:17]=2)[CH:11]=1. The catalyst class is: 72. (2) Reactant: [CH2:1]([O:8][C:9]([N:11]([CH2:18][CH2:19][C:20]([O:22]C(C)(C)C)=[O:21])[CH2:12][C:13]([O:15][CH2:16][CH3:17])=[O:14])=[O:10])[C:2]1[CH:7]=[CH:6][CH:5]=[CH:4][CH:3]=1.C(O)=O.C(OCC)(=O)C. Product: [CH2:1]([O:8][C:9]([N:11]([CH2:18][CH2:19][C:20]([OH:22])=[O:21])[CH2:12][C:13]([O:15][CH2:16][CH3:17])=[O:14])=[O:10])[C:2]1[CH:3]=[CH:4][CH:5]=[CH:6][CH:7]=1. The catalyst class is: 6.